This data is from Reaction yield outcomes from USPTO patents with 853,638 reactions. The task is: Predict the reaction yield, written as a fraction of the theoretical maximum amount of product (1.0 means a 100% yield; for example, 0.34 means a 34% yield). (1) The reactants are [Cl:1][C:2]1[CH:28]=[CH:27][C:5]([CH2:6][NH:7][C:8]([C:10]2[C:11]([OH:26])=[C:12]3[CH:18]=[C:17]([CH2:19][N:20]4[CH2:25][CH2:24][O:23][CH2:22][CH2:21]4)[S:16][C:13]3=[N:14][CH:15]=2)=[O:9])=[CH:4][CH:3]=1.C(=O)([O-])[O-].[K+].[K+].[CH2:35](Br)[CH:36]1[O:40][CH2:39][CH2:38][CH2:37]1.O. The catalyst is CN(C=O)C. The product is [Cl:1][C:2]1[CH:28]=[CH:27][C:5]([CH2:6][NH:7][C:8]([C:10]2[C:11](=[O:26])[C:12]3[CH:18]=[C:17]([CH2:19][N:20]4[CH2:21][CH2:22][O:23][CH2:24][CH2:25]4)[S:16][C:13]=3[N:14]([CH2:35][CH:36]3[CH2:37][CH2:38][CH2:39][O:40]3)[CH:15]=2)=[O:9])=[CH:4][CH:3]=1. The yield is 0.0300. (2) The reactants are Cl[CH2:2][CH2:3][O:4][C:5]1[CH:6]=[C:7]2[C:12](=[CH:13][C:14]=1[O:15][CH3:16])[N:11]=[CH:10][CH:9]=[C:8]2[O:17][C:18]1[C:19]([CH3:28])=[N:20][C:21]2[C:26]([CH:27]=1)=[CH:25][CH:24]=[CH:23][CH:22]=2.C(=O)([O-])[O-].[K+].[K+].[NH:35]1[CH:39]=[CH:38][N:37]=[CH:36]1.[I-].[Na+]. The catalyst is CN(C)C=O. The product is [N:35]1([CH2:2][CH2:3][O:4][C:5]2[CH:6]=[C:7]3[C:12](=[CH:13][C:14]=2[O:15][CH3:16])[N:11]=[CH:10][CH:9]=[C:8]3[O:17][C:18]2[C:19]([CH3:28])=[N:20][C:21]3[C:26]([CH:27]=2)=[CH:25][CH:24]=[CH:23][CH:22]=3)[CH:39]=[CH:38][N:37]=[CH:36]1. The yield is 0.360. (3) No catalyst specified. The product is [Br:32][C:29]1[CH:30]=[CH:31][C:26]([O:25][C@H:12]2[O:11][C@H:10]([CH2:9][OH:8])[C@@H:15]([OH:16])[C@H:14]([OH:20])[C@@H:13]2[F:24])=[C:27]([O:33][CH3:34])[CH:28]=1. The yield is 0.980. The reactants are C([O-])(=O)C.C([O:8][CH2:9][C@@H:10]1[C@@H:15]([O:16]C(=O)C)[C@H:14]([O:20]C(=O)C)[C@H:13]([F:24])[C@@H:12]([O:25][C:26]2[CH:31]=[CH:30][C:29]([Br:32])=[CH:28][C:27]=2[O:33][CH3:34])[O:11]1)(=O)C. (4) The reactants are [CH3:1][C:2]1([CH3:15])[CH2:14][C:5]2[S:6][C:7]([C:9]([O:11]CC)=[O:10])=[CH:8][C:4]=2[CH2:3]1.O.[OH-].[Li+]. The catalyst is CC(O)C.O1CCCC1. The product is [CH3:1][C:2]1([CH3:15])[CH2:14][C:5]2[S:6][C:7]([C:9]([OH:11])=[O:10])=[CH:8][C:4]=2[CH2:3]1. The yield is 0.860.